From a dataset of Catalyst prediction with 721,799 reactions and 888 catalyst types from USPTO. Predict which catalyst facilitates the given reaction. Reactant: [Cl:1][C:2]1[C:7]([O:8][CH3:9])=[CH:6][CH:5]=[CH:4][C:3]=1[C@@H:10]1[C:16]2[CH:17]=[C:18]([CH3:21])[CH:19]=[CH:20][C:15]=2[N:14]2[C:22]([C:25]([F:28])([F:27])[F:26])=[N:23][N:24]=[C:13]2[C@@H:12]([CH2:29][C:30]([O:32]CC)=[O:31])[O:11]1.Cl. Product: [Cl:1][C:2]1[C:7]([O:8][CH3:9])=[CH:6][CH:5]=[CH:4][C:3]=1[C@@H:10]1[C:16]2[CH:17]=[C:18]([CH3:21])[CH:19]=[CH:20][C:15]=2[N:14]2[C:22]([C:25]([F:28])([F:26])[F:27])=[N:23][N:24]=[C:13]2[C@@H:12]([CH2:29][C:30]([OH:32])=[O:31])[O:11]1. The catalyst class is: 12.